This data is from Reaction yield outcomes from USPTO patents with 853,638 reactions. The task is: Predict the reaction yield, written as a fraction of the theoretical maximum amount of product (1.0 means a 100% yield; for example, 0.34 means a 34% yield). (1) The reactants are [C:1]1([CH:7]([N:19]2[CH2:24][CH2:23][CH2:22][CH2:21][CH2:20]2)[C:8]([O:10][C@@H:11]2[CH:16]3[CH2:17][CH2:18][N:13]([CH2:14][CH2:15]3)[CH2:12]2)=[O:9])[CH:6]=[CH:5][CH:4]=[CH:3][CH:2]=1.[Cl:25][CH2:26][C:27]1[N:28]=[C:29]([C:32]2[CH:37]=[CH:36][CH:35]=[CH:34][CH:33]=2)[O:30][CH:31]=1. The catalyst is CCOC(C)=O.C(#N)C. The product is [Cl-:25].[C:1]1([CH:7]([N:19]2[CH2:24][CH2:23][CH2:22][CH2:21][CH2:20]2)[C:8]([O:10][C@@H:11]2[CH:16]3[CH2:17][CH2:18][N+:13]([CH2:26][C:27]4[N:28]=[C:29]([C:32]5[CH:33]=[CH:34][CH:35]=[CH:36][CH:37]=5)[O:30][CH:31]=4)([CH2:14][CH2:15]3)[CH2:12]2)=[O:9])[CH:6]=[CH:5][CH:4]=[CH:3][CH:2]=1. The yield is 0.346. (2) The reactants are [C:1]([NH:5][C:6](=[O:8])[OH:7])([CH3:4])([CH3:3])[CH3:2].C[O:10][CH2:11][C:12]1([S:15]([NH2:18])(=[O:17])=[O:16])[CH2:14][CH2:13]1.[CH3:19][C:20]1[O:24][N:23]=[C:22]([CH3:25])[C:21]=1[N:26]=C=O. No catalyst specified. The product is [C:1]([NH:5][C:6](=[O:7])[OH:8])([CH3:4])([CH3:3])[CH3:2].[CH3:25][C:22]1[C:21]([NH:26][C:11]([C:12]2([S:15]([NH2:18])(=[O:17])=[O:16])[CH2:14][CH2:13]2)=[O:10])=[C:20]([CH3:19])[O:24][N:23]=1. The yield is 1.00. (3) The reactants are [C:1]([O:5][C:6]([N:8]1[C@@H:12]([CH3:13])[CH2:11][CH2:10][C@H:9]1[C:14]1[NH:15][C:16]([C:19]2[CH:24]=[C:23]3[CH2:25][O:26][C:27]4[CH:52]=[C:51]5[C:30]([CH2:31][CH2:32][C:33]6[N:37]=[C:36]([C@@H:38]7[CH2:42][CH2:41][C@H:40]([CH3:43])[N:39]7[C:44]([O:46][C:47]([CH3:50])([CH3:49])[CH3:48])=[O:45])[NH:35][C:34]=65)=[CH:29][C:28]=4[C:22]3=[CH:21][CH:20]=2)=[CH:17][N:18]=1)=[O:7])([CH3:4])([CH3:3])[CH3:2]. The catalyst is C(Cl)Cl.O=[Mn]=O. The product is [C:47]([O:46][C:44]([N:39]1[C@@H:40]([CH3:43])[CH2:41][CH2:42][C@H:38]1[C:36]1[NH:35][C:34]2[C:51]3[C:30]([CH:31]=[CH:32][C:33]=2[N:37]=1)=[CH:29][C:28]1[C:22]2[C:23]([CH2:25][O:26][C:27]=1[CH:52]=3)=[CH:24][C:19]([C:16]1[NH:15][C:14]([C@@H:9]3[CH2:10][CH2:11][C@H:12]([CH3:13])[N:8]3[C:6]([O:5][C:1]([CH3:3])([CH3:2])[CH3:4])=[O:7])=[N:18][CH:17]=1)=[CH:20][CH:21]=2)=[O:45])([CH3:50])([CH3:48])[CH3:49]. The yield is 0.850. (4) The reactants are ClS([N:5]=[C:6]=O)(=O)=O.[CH3:8][N:9]1[C:17]2([CH2:22][CH2:21][N:20]([C:23]([O:25][C:26]([CH3:29])([CH3:28])[CH3:27])=[O:24])[CH2:19][CH2:18]2)[C:13]2=[CH:14][CH:15]=[CH:16][N:12]2[CH2:11][CH2:10]1.CN(C)C=O. The catalyst is O1CCCC1. The product is [C:6]([C:16]1[N:12]2[CH2:11][CH2:10][N:9]([CH3:8])[C:17]3([CH2:18][CH2:19][N:20]([C:23]([O:25][C:26]([CH3:29])([CH3:28])[CH3:27])=[O:24])[CH2:21][CH2:22]3)[C:13]2=[CH:14][CH:15]=1)#[N:5]. The yield is 0.250. (5) The reactants are [CH2:1]([N:8]1[C:17]2[C:12](=[CH:13][C:14]([C:18]3[CH:23]=[CH:22][C:21]([F:24])=[CH:20][CH:19]=3)=[CH:15][CH:16]=2)[CH2:11][C:10]([NH:26][S:27]([C:30]2[CH:35]=[CH:34][CH:33]=[CH:32][CH:31]=2)(=[O:29])=[O:28])([CH3:25])[C:9]1=O)[C:2]1[CH:7]=[CH:6][CH:5]=[CH:4][CH:3]=1.B.C1COCC1. No catalyst specified. The product is [CH2:1]([N:8]1[C:17]2[C:12](=[CH:13][C:14]([C:18]3[CH:23]=[CH:22][C:21]([F:24])=[CH:20][CH:19]=3)=[CH:15][CH:16]=2)[CH2:11][C:10]([NH:26][S:27]([C:30]2[CH:35]=[CH:34][CH:33]=[CH:32][CH:31]=2)(=[O:29])=[O:28])([CH3:25])[CH2:9]1)[C:2]1[CH:3]=[CH:4][CH:5]=[CH:6][CH:7]=1. The yield is 0.550. (6) The reactants are Cl[CH2:2][C:3]1[CH:4]=[C:5]([C:9]2[NH:26][C:12]3[N:13]=[CH:14][N:15]=[C:16]([NH:17][C@@H:18]([C:20]4[CH:25]=[CH:24][CH:23]=[CH:22][CH:21]=4)[CH3:19])[C:11]=3[CH:10]=2)[CH:6]=[CH:7][CH:8]=1.[CH3:27][NH:28][CH3:29]. The catalyst is C(O)C. The product is [NH3:13].[CH3:27][N:28]([CH2:2][C:3]1[CH:4]=[C:5]([C:9]2[NH:26][C:12]3[N:13]=[CH:14][N:15]=[C:16]([NH:17][C@@H:18]([C:20]4[CH:25]=[CH:24][CH:23]=[CH:22][CH:21]=4)[CH3:19])[C:11]=3[CH:10]=2)[CH:6]=[CH:7][CH:8]=1)[CH3:29]. The yield is 0.0100. (7) The reactants are [Br:1][C:2]1[CH:7]=[CH:6][CH:5]=[CH:4][C:3]=1[CH2:8][CH2:9][C:10]([OH:12])=O.S(Cl)(Cl)=O.[Cl-].[Al+3].[Cl-].[Cl-]. The catalyst is ClCCCl.ClCCl. The product is [Br:1][C:2]1[CH:7]=[CH:6][CH:5]=[C:4]2[C:3]=1[CH2:8][CH2:9][C:10]2=[O:12]. The yield is 0.860.